This data is from Reaction yield outcomes from USPTO patents with 853,638 reactions. The task is: Predict the reaction yield, written as a fraction of the theoretical maximum amount of product (1.0 means a 100% yield; for example, 0.34 means a 34% yield). (1) The reactants are C1C=CC2N([OH:10])N=NC=2C=1.O.CCN=C=NC[CH2:18][CH2:19][N:20]([CH3:22])[CH3:21].Cl.Cl.[O:25]=[C:26]1[NH:34][C:33]2[C:28](=[N:29][C:30]([C:35]3[CH:36]=[N:37][N:38]4[CH:43]=[CH:42][C:41]([C:44]#[N:45])=[CH:40][C:39]=34)=[N:31][CH:32]=2)[N:27]1[C@H:46]1[CH2:51][CH2:50][CH2:49][NH:48][CH2:47]1. The catalyst is CN(C=O)C. The product is [CH3:21][N:20]([CH3:22])[CH2:19][C:18]([N:48]1[CH2:49][CH2:50][CH2:51][C@H:46]([N:27]2[C:26](=[O:25])[NH:34][C:33]3[C:28]2=[N:29][C:30]([C:35]2[CH:36]=[N:37][N:38]4[CH:43]=[CH:42][C:41]([C:44]#[N:45])=[CH:40][C:39]=24)=[N:31][CH:32]=3)[CH2:47]1)=[O:10]. The yield is 0.290. (2) The reactants are [F:1][C:2]1[CH:10]=[C:9]([F:11])[CH:8]=[CH:7][C:3]=1[C:4]([OH:6])=[O:5].[I:12]N1C(=O)CCC1=O.S([O-])([O-])=O.[Na+].[Na+]. The catalyst is S(=O)(=O)(O)O. The product is [F:1][C:2]1[CH:10]=[C:9]([F:11])[C:8]([I:12])=[CH:7][C:3]=1[C:4]([OH:6])=[O:5]. The yield is 0.680.